The task is: Predict the product of the given reaction.. This data is from Forward reaction prediction with 1.9M reactions from USPTO patents (1976-2016). (1) Given the reactants [NH:1]1[CH:5]=[CH:4][C:3]([C:6]2[C:15]3[C:10](=[CH:11][CH:12]=[C:13](C#N)[CH:14]=3)[N:9]=[CH:8][CH:7]=2)=[N:2]1.[OH-].[K+].N[C:21](N)=[S:22], predict the reaction product. The product is: [N:9]1[C:10]2[C:15](=[CH:14][CH:13]=[CH:12][CH:11]=2)[C:6]([C:3]2[CH:4]=[CH:5][N:1]=[C:21]([SH:22])[N:2]=2)=[CH:7][CH:8]=1. (2) Given the reactants C[O:2][C:3]([C:5]1[S:9][C:8]([N:10]2[CH2:15][CH2:14][N:13]([C:16](=[O:18])[CH3:17])[CH2:12][CH2:11]2)=[N:7][CH:6]=1)=[O:4].Cl.NO.C[O-].[Na+].CO.Cl, predict the reaction product. The product is: [C:16]([N:13]1[CH2:12][CH2:11][N:10]([C:8]2[S:9][C:5]([C:3]([OH:4])=[O:2])=[CH:6][N:7]=2)[CH2:15][CH2:14]1)(=[O:18])[CH3:17]. (3) Given the reactants C(OC([N:8]1[C@H:16]2[C@H:11]([C@:12]([OH:26])([C:17]#[C:18][C:19]3[CH:20]=[C:21]([CH3:25])[CH:22]=[CH:23][CH:24]=3)[CH2:13][CH2:14][CH2:15]2)[CH2:10][CH2:9]1)=O)(C)(C)C.[ClH:27], predict the reaction product. The product is: [ClH:27].[OH:26][C@@:12]1([C:17]#[C:18][C:19]2[CH:20]=[C:21]([CH3:25])[CH:22]=[CH:23][CH:24]=2)[CH2:13][CH2:14][CH2:15][C@@H:16]2[C@H:11]1[CH2:10][CH2:9][NH:8]2.